Dataset: Forward reaction prediction with 1.9M reactions from USPTO patents (1976-2016). Task: Predict the product of the given reaction. (1) Given the reactants [Cl:1][C:2]1[N:7]=[C:6]([NH:8][C:9]2[CH:10]=[C:11]3[C:15](=[CH:16][CH:17]=2)[NH:14][N:13]=[CH:12]3)[C:5]([CH3:18])=[CH:4][N:3]=1.[CH3:19][C:20]([O:23][C:24](O[C:24]([O:23][C:20]([CH3:22])([CH3:21])[CH3:19])=[O:25])=[O:25])([CH3:22])[CH3:21], predict the reaction product. The product is: [C:20]([O:23][C:24]([N:8]([C:6]1[C:5]([CH3:18])=[CH:4][N:3]=[C:2]([Cl:1])[N:7]=1)[C:9]1[CH:10]=[C:11]2[C:15](=[CH:16][CH:17]=1)[N:14]([C:24]([O:23][C:20]([CH3:22])([CH3:21])[CH3:19])=[O:25])[N:13]=[CH:12]2)=[O:25])([CH3:22])([CH3:21])[CH3:19]. (2) Given the reactants [F:1][C:2]1[CH:3]=[C:4]2[C:8](=[CH:9][C:10]=1[F:11])[NH:7][CH:6]=[C:5]2[CH2:12][C:13]([O:15]C)=[O:14].FC(F)(F)C1C=C2C(=CC=1)NC=C2CC(OC)=O, predict the reaction product. The product is: [F:1][C:2]1[CH:3]=[C:4]2[C:8](=[CH:9][C:10]=1[F:11])[NH:7][CH:6]=[C:5]2[CH2:12][C:13]([OH:15])=[O:14]. (3) Given the reactants [Cl:1][C:2]1[CH:24]=[C:23]([Cl:25])[CH:22]=[CH:21][C:3]=1[CH2:4][N:5]1[C:9](/[CH:10]=[CH:11]/[C:12]([O:14][CH2:15][CH3:16])=[O:13])=[CH:8][C:7]([O:17][CH:18]([CH3:20])[CH3:19])=[N:6]1, predict the reaction product. The product is: [Cl:1][C:2]1[CH:24]=[C:23]([Cl:25])[CH:22]=[CH:21][C:3]=1[CH2:4][N:5]1[C:9]([CH2:10][CH2:11][C:12]([O:14][CH2:15][CH3:16])=[O:13])=[CH:8][C:7]([O:17][CH:18]([CH3:19])[CH3:20])=[N:6]1. (4) Given the reactants [Cl:1][C:2]1[CH:10]=[CH:9][CH:8]=[C:7]([Cl:11])[C:3]=1[C:4](Cl)=[O:5].[F:12][C:13]1[CH:14]=[N:15][CH:16]=[C:17]([F:20])[C:18]=1[NH2:19], predict the reaction product. The product is: [Cl:1][C:2]1[CH:10]=[CH:9][CH:8]=[C:7]([Cl:11])[C:3]=1[C:4]([N:19]([C:4](=[O:5])[C:3]1[C:2]([Cl:1])=[CH:10][CH:9]=[CH:8][C:7]=1[Cl:11])[C:18]1[C:17]([F:20])=[CH:16][N:15]=[CH:14][C:13]=1[F:12])=[O:5]. (5) Given the reactants Br[C:2]1[CH:3]=[C:4]2[C:14](=[CH:15][CH:16]=1)[C@:7]1([O:11][C:10](=[O:12])[NH:9][C:8]1=[O:13])[CH2:6][CH2:5]2.[CH2:17]([N:24]([C@H:29]([CH:31]1[CH2:33][CH2:32]1)[CH3:30])[C:25](=[O:28])[CH2:26]Br)[C:18]1[CH:23]=[CH:22][CH:21]=[CH:20][CH:19]=1.[Br:34]CC(N(CC1C=CC(F)=CC=1)[C@@H](C)C(F)(F)F)=O, predict the reaction product. The product is: [CH2:17]([N:24]([C@H:29]([CH:31]1[CH2:33][CH2:32]1)[CH3:30])[C:25](=[O:28])[CH2:26][N:9]1[C:8](=[O:13])[C@:7]2([C:14]3[C:4](=[CH:3][CH:2]=[C:16]([Br:34])[CH:15]=3)[CH2:5][CH2:6]2)[O:11][C:10]1=[O:12])[C:18]1[CH:23]=[CH:22][CH:21]=[CH:20][CH:19]=1. (6) Given the reactants CS([C:5]1[N:10]=[CH:9][C:8]([C:11]#[C:12][C:13]2[CH:18]=[CH:17][CH:16]=[CH:15][CH:14]=2)=[CH:7][N:6]=1)(=O)=O.[OH:19][CH2:20][CH:21]1[CH2:24][CH:23]([OH:25])[CH2:22]1, predict the reaction product. The product is: [C:13]1([C:12]#[C:11][C:8]2[CH:7]=[N:6][C:5]([O:19][CH2:20][C@H:21]3[CH2:24][C@H:23]([OH:25])[CH2:22]3)=[N:10][CH:9]=2)[CH:18]=[CH:17][CH:16]=[CH:15][CH:14]=1. (7) The product is: [CH3:1][C:2]1[C:3]([N+:12]([O-:14])=[O:13])=[C:4]2[C:9](=[CH:10][CH:11]=1)[CH:8]=[N+:7]([O-:20])[CH:6]=[CH:5]2. Given the reactants [CH3:1][C:2]1[C:3]([N+:12]([O-:14])=[O:13])=[C:4]2[C:9](=[CH:10][CH:11]=1)[CH:8]=[N:7][CH:6]=[CH:5]2.ClC1C=C(C=CC=1)C(OO)=[O:20], predict the reaction product. (8) Given the reactants [CH3:1][O:2][C:3]1[CH:18]=[CH:17][C:6]([CH2:7][N:8]([CH3:16])[C:9](=[O:15])[O:10][C:11]([CH3:14])([CH3:13])[CH3:12])=[CH:5][C:4]=1[NH:19][S:20]([CH3:23])(=[O:22])=[O:21].[H-].[Na+].Cl.Cl[CH2:28][CH2:29][N:30]1[CH2:35][CH2:34][O:33][CH2:32][CH2:31]1.C(Cl)Cl, predict the reaction product. The product is: [CH3:1][O:2][C:3]1[CH:18]=[CH:17][C:6]([CH2:7][N:8]([CH3:16])[C:9](=[O:15])[O:10][C:11]([CH3:14])([CH3:12])[CH3:13])=[CH:5][C:4]=1[N:19]([CH2:28][CH2:29][N:30]1[CH2:35][CH2:34][O:33][CH2:32][CH2:31]1)[S:20]([CH3:23])(=[O:22])=[O:21].